From a dataset of Reaction yield outcomes from USPTO patents with 853,638 reactions. Predict the reaction yield, written as a fraction of the theoretical maximum amount of product (1.0 means a 100% yield; for example, 0.34 means a 34% yield). (1) The reactants are [Cl:1][C:2]1[N:7]=[C:6]([C:8]([O:10][CH3:11])=[O:9])[CH:5]=[CH:4][C:3]=1[CH3:12].C(OOC(=O)C1C=CC=CC=1)(=O)C1C=CC=CC=1.C1C(=O)N([Br:38])C(=O)C1. The catalyst is C(Cl)(Cl)(Cl)Cl. The product is [Br:38][CH2:12][C:3]1[CH:4]=[CH:5][C:6]([C:8]([O:10][CH3:11])=[O:9])=[N:7][C:2]=1[Cl:1]. The yield is 0.380. (2) The reactants are Cl[C:2]1[CH:3]=[CH:4][C:5]2[N:11]3[CH2:12][C@H:8]([CH2:9][CH2:10]3)[N:7]([C:13]([NH:15][C:16]3[CH:21]=[CH:20][CH:19]=[CH:18][N:17]=3)=[O:14])[C:6]=2[N:22]=1.[F:23][C:24]([F:31])([F:30])[C@@H:25]1[CH2:29][CH2:28][CH2:27][NH:26]1.C1(P(C2CCCCC2)C2C=CC=CC=2C2C(C(C)C)=CC(C(C)C)=CC=2C(C)C)CCCCC1.O. The catalyst is O1CCOCC1.C([O-])(=O)C.[Pd+2].C([O-])(=O)C.C(OCC)(=O)C. The product is [N:17]1[CH:18]=[CH:19][CH:20]=[CH:21][C:16]=1[NH:15][C:13]([N:7]1[C@@H:8]2[CH2:12][N:11]([CH2:10][CH2:9]2)[C:5]2[CH:4]=[CH:3][C:2]([N:26]3[CH2:27][CH2:28][CH2:29][C@H:25]3[C:24]([F:31])([F:30])[F:23])=[N:22][C:6]1=2)=[O:14]. The yield is 0.350. (3) The reactants are CI.[C:3]([C:5]1[CH:10]=[CH:9][CH:8]=[CH:7][C:6]=1[C:11]1[CH:16]=[CH:15][C:14]([CH2:17][NH:18][C:19]2[C:29]([NH:30][C:31]([NH:33][CH2:34][CH3:35])=S)=[CH:28][CH:27]=[CH:26][C:20]=2[C:21]([O:23][CH2:24][CH3:25])=[O:22])=[CH:13][CH:12]=1)#[N:4].Cl. The catalyst is C(O)C. The product is [C:3]([C:5]1[CH:10]=[CH:9][CH:8]=[CH:7][C:6]=1[C:11]1[CH:16]=[CH:15][C:14]([CH2:17][N:18]2[C:19]3[C:20]([C:21]([O:23][CH2:24][CH3:25])=[O:22])=[CH:26][CH:27]=[CH:28][C:29]=3[N:30]=[C:31]2[NH:33][CH2:34][CH3:35])=[CH:13][CH:12]=1)#[N:4]. The yield is 0.580. (4) The reactants are [NH2:1][C:2]1[CH:3]=[C:4]([CH:16]=[CH:17][CH:18]=1)[O:5][C:6]1[CH:11]=[CH:10][N:9]=[C:8]2[NH:12][C:13](=[O:15])[NH:14][C:7]=12.[C:19]([C:23]1[O:27][C:26]([CH3:28])=[C:25]([C:29](Cl)=[O:30])[CH:24]=1)([CH3:22])([CH3:21])[CH3:20]. No catalyst specified. The product is [C:19]([C:23]1[O:27][C:26]([CH3:28])=[C:25]([C:29]([NH:1][C:2]2[CH:18]=[CH:17][CH:16]=[C:4]([O:5][C:6]3[CH:11]=[CH:10][N:9]=[C:8]4[NH:12][C:13](=[O:15])[NH:14][C:7]=34)[CH:3]=2)=[O:30])[CH:24]=1)([CH3:22])([CH3:20])[CH3:21]. The yield is 0.290.